This data is from Full USPTO retrosynthesis dataset with 1.9M reactions from patents (1976-2016). The task is: Predict the reactants needed to synthesize the given product. (1) Given the product [CH2:3]([O:6][CH2:7][CH:8]([O:11][CH2:17][CH2:18][CH2:19][CH2:20][CH2:21][CH2:22][CH2:23][CH2:24]/[CH:25]=[CH:26]\[CH2:27]/[CH:28]=[CH:29]\[CH2:30][CH2:31][CH2:32][CH2:33][CH3:34])[CH2:9][O:10][CH2:34][CH:33]=[CH2:32])[CH2:4][CH2:5][CH2:17][CH2:18][CH2:19][CH2:20][CH2:21]/[CH:22]=[CH:23]\[CH2:24]/[CH:25]=[CH:26]\[CH2:27][CH2:28][CH2:29][CH2:30][CH3:31], predict the reactants needed to synthesize it. The reactants are: [H-].[Na+].[CH2:3]([O:6][CH2:7][CH:8]([OH:11])[CH2:9][OH:10])[CH:4]=[CH2:5].CS(O[CH2:17][CH2:18][CH2:19][CH2:20][CH2:21][CH2:22][CH2:23][CH2:24]/[CH:25]=[CH:26]\[CH2:27]/[CH:28]=[CH:29]\[CH2:30][CH2:31][CH2:32][CH2:33][CH3:34])(=O)=O. (2) Given the product [C:1]([NH:4][CH2:5][C:6]([OH:8])=[O:7])(=[O:3])[CH3:2].[NH2:20][CH2:19][CH2:18][C:17]([OH:21])=[O:16], predict the reactants needed to synthesize it. The reactants are: [C:1]([NH:4][CH2:5][C:6]([OH:8])=[O:7])(=[O:3])[CH3:2].C([O:16][C:17](=[O:21])[CH2:18][CH2:19][NH2:20])C1C=CC=CC=1.C(O)(C)C. (3) Given the product [Cl:1][C:2]1[C:3]2[N:4]([CH:12]=[C:13]([C:15]([NH:42][S:39]([C:35]3[CH:36]=[C:37]([CH3:38])[C:32]([C:30]#[N:31])=[CH:33][C:34]=3[CH3:43])(=[O:40])=[O:41])=[O:17])[N:14]=2)[CH:5]=[C:6]([C:8]([F:9])([F:10])[F:11])[CH:7]=1, predict the reactants needed to synthesize it. The reactants are: [Cl:1][C:2]1[C:3]2[N:4]([CH:12]=[C:13]([C:15]([OH:17])=O)[N:14]=2)[CH:5]=[C:6]([C:8]([F:11])([F:10])[F:9])[CH:7]=1.Cl.CN(C)CCCN=C=NCC.[C:30]([C:32]1[C:37]([CH3:38])=[CH:36][C:35]([S:39]([NH2:42])(=[O:41])=[O:40])=[C:34]([CH3:43])[CH:33]=1)#[N:31].